This data is from Full USPTO retrosynthesis dataset with 1.9M reactions from patents (1976-2016). The task is: Predict the reactants needed to synthesize the given product. The reactants are: [OH:1][C:2]1[C:3](=[O:36])[N:4]([C:29]2[N:30]=[N:31][C:32]([CH3:35])=[CH:33][CH:34]=2)[CH:5]([C:18]2[CH:23]=[CH:22][C:21]([O:24][C:25]([F:28])([F:27])[F:26])=[CH:20][CH:19]=2)[C:6]=1[C:7](=O)[C:8]1[CH:13]=[CH:12][C:11]([CH:14]([CH3:16])[CH3:15])=[CH:10][CH:9]=1.[CH3:37][O:38][CH2:39][CH2:40][O:41][NH2:42]. Given the product [OH:1][C:2]1[C:3](=[O:36])[N:4]([C:29]2[N:30]=[N:31][C:32]([CH3:35])=[CH:33][CH:34]=2)[CH:5]([C:18]2[CH:19]=[CH:20][C:21]([O:24][C:25]([F:27])([F:28])[F:26])=[CH:22][CH:23]=2)[C:6]=1[C:7]([C:8]1[CH:9]=[CH:10][C:11]([CH:14]([CH3:15])[CH3:16])=[CH:12][CH:13]=1)=[N:42][O:41][CH2:40][CH2:39][O:38][CH3:37], predict the reactants needed to synthesize it.